From a dataset of CYP1A2 inhibition data for predicting drug metabolism from PubChem BioAssay. Regression/Classification. Given a drug SMILES string, predict its absorption, distribution, metabolism, or excretion properties. Task type varies by dataset: regression for continuous measurements (e.g., permeability, clearance, half-life) or binary classification for categorical outcomes (e.g., BBB penetration, CYP inhibition). Dataset: cyp1a2_veith. (1) The molecule is Cl.c1csc(CNCCCN2CCOCC2)c1. The result is 0 (non-inhibitor). (2) The molecule is C[C@]1(C2CCCC2)Cc2cc(OCC(=O)O)c(Cl)c(Cl)c2C1=O. The result is 0 (non-inhibitor). (3) The result is 1 (inhibitor). The molecule is O=c1c(CCc2ccccc2)nc2cncnc2n1Cc1ccc(F)cc1. (4) The drug is CNc1nc(-c2cccnc2)nc2ccccc12. The result is 1 (inhibitor). (5) The molecule is Cc1ccccc1OCCNC(=O)c1ccccc1Sc1ccccc1C#N. The result is 1 (inhibitor).